This data is from Reaction yield outcomes from USPTO patents with 853,638 reactions. The task is: Predict the reaction yield, written as a fraction of the theoretical maximum amount of product (1.0 means a 100% yield; for example, 0.34 means a 34% yield). (1) The reactants are C(OC([N:8]1[CH2:12][CH2:11][C:10]([C:15]2[CH:20]=[CH:19][C:18]([F:21])=[C:17]([F:22])[CH:16]=2)([O:13][CH3:14])[CH2:9]1)=O)(C)(C)C.FC(F)(F)C(O)=O. The catalyst is C(Cl)Cl. The product is [F:22][C:17]1[CH:16]=[C:15]([C:10]2([O:13][CH3:14])[CH2:11][CH2:12][NH:8][CH2:9]2)[CH:20]=[CH:19][C:18]=1[F:21]. The yield is 0.630. (2) The reactants are [NH2:1][CH2:2][C:3]1[C:4]([NH:19][C@H:20]([C:22]2[CH:27]=[CH:26][C:25]([F:28])=[CH:24][CH:23]=2)[CH3:21])=[N:5][C:6]([NH:10][C:11]2[CH:15]=[C:14]([CH:16]3[CH2:18][CH2:17]3)[NH:13][N:12]=2)=[C:7]([F:9])[CH:8]=1.[CH3:29][S:30](O)(=[O:32])=[O:31].CCN(C(C)C)C(C)C. The catalyst is CN(C1C=CN=CC=1)C.C1COCC1. The product is [CH:16]1([C:14]2[NH:13][N:12]=[C:11]([NH:10][C:6]3[N:5]=[C:4]([NH:19][C@H:20]([C:22]4[CH:23]=[CH:24][C:25]([F:28])=[CH:26][CH:27]=4)[CH3:21])[C:3]([CH2:2][NH:1][S:30]([CH3:29])(=[O:32])=[O:31])=[CH:8][C:7]=3[F:9])[CH:15]=2)[CH2:18][CH2:17]1. The yield is 0.530. (3) The reactants are [F:1][C:2]([F:14])([F:13])[C:3]1[CH:8]=[CH:7][C:6]([C:9]([F:12])([F:11])[F:10])=[CH:5][CH:4]=1.[N+:15]([O-])([OH:17])=[O:16]. The catalyst is S(=O)(=O)(O)O. The product is [F:1][C:2]([F:13])([F:14])[C:3]1[CH:4]=[CH:5][C:6]([C:9]([F:10])([F:11])[F:12])=[CH:7][C:8]=1[N+:15]([O-:17])=[O:16]. The yield is 0.350. (4) The reactants are C([O:5][C:6](=[O:48])[CH2:7][CH:8]([OH:47])[CH2:9][CH:10]([OH:46])[CH2:11][CH2:12][C:13]1[N:14]([CH:43]([CH3:45])[CH3:44])[C:15]([C:31](=[O:42])[NH:32][CH2:33][C:34]2[CH:39]=[CH:38][C:37]([O:40][CH3:41])=[CH:36][CH:35]=2)=[C:16]([C:25]2[CH:30]=[CH:29][CH:28]=[CH:27][CH:26]=2)[C:17]=1[C:18]1[CH:23]=[CH:22][C:21]([F:24])=[CH:20][CH:19]=1)(C)(C)C.[OH-].[Na+:50]. The catalyst is CO. The product is [Na+:50].[F:24][C:21]1[CH:22]=[CH:23][C:18]([C:17]2[C:16]([C:25]3[CH:26]=[CH:27][CH:28]=[CH:29][CH:30]=3)=[C:15]([C:31](=[O:42])[NH:32][CH2:33][C:34]3[CH:39]=[CH:38][C:37]([O:40][CH3:41])=[CH:36][CH:35]=3)[N:14]([CH:43]([CH3:45])[CH3:44])[C:13]=2[CH2:12][CH2:11][C@@H:10]([OH:46])[CH2:9][C@@H:8]([OH:47])[CH2:7][C:6]([O-:48])=[O:5])=[CH:19][CH:20]=1. The yield is 0.930. (5) The product is [F:26][C:27]([F:42])([F:41])[C:11]1[N:9]2[C:10]3[CH:1]=[CH:2][CH:3]=[N:4][C:5]=3[O:6][C:7]3([CH2:18][CH2:17][N:16]([C:19]([O:21][C:22]([CH3:25])([CH3:24])[CH3:23])=[O:20])[CH2:15][CH2:14]3)[C:8]2=[CH:13][CH:12]=1. The yield is 0.560. The reactants are [CH:1]1[C:10]2[N:9]3[CH:11]=[CH:12][CH:13]=[C:8]3[C:7]3([CH2:18][CH2:17][N:16]([C:19]([O:21][C:22]([CH3:25])([CH3:24])[CH3:23])=[O:20])[CH2:15][CH2:14]3)[O:6][C:5]=2[N:4]=[CH:3][CH:2]=1.[F:26][C:27]([F:42])([F:41])[S+]1C2C=CC=CC=2C2C=CC=CC1=2.O. The catalyst is CN(C=O)C. (6) The reactants are Br[C:2]1[CH:3]=[C:4]([O:15][CH3:16])[C:5]2[NH:10][C:9](=[O:11])[O:8][C:7]([CH3:13])([CH3:12])[C:6]=2[CH:14]=1.B1(B2OC(C)(C)C(C)(C)O2)OC(C)(C)C(C)(C)O1.C([O-])(=O)C.[K+].Br[C:41]1[CH:42]=[C:43]([CH:46]=[C:47]([F:49])[CH:48]=1)[C:44]#[N:45].C(=O)([O-])[O-].[Na+].[Na+]. The catalyst is CN(C=O)C.O.[Cl-].[Na+].O.C1C=CC(P(C2C=CC=CC=2)[C-]2C=CC=C2)=CC=1.C1C=CC(P(C2C=CC=CC=2)[C-]2C=CC=C2)=CC=1.Cl[Pd]Cl.[Fe+2].C(OCC)(=O)C. The product is [CH3:12][C:7]1([CH3:13])[C:6]2[CH:14]=[C:2]([C:41]3[CH:42]=[C:43]([CH:46]=[C:47]([F:49])[CH:48]=3)[C:44]#[N:45])[CH:3]=[C:4]([O:15][CH3:16])[C:5]=2[NH:10][C:9](=[O:11])[O:8]1. The yield is 0.330. (7) The reactants are [F:1][C:2]1([CH3:12])[CH2:5][C:4]([CH3:11])([C:6]([O:8]CC)=[O:7])[CH2:3]1.[OH-].[Na+]. The catalyst is C(O)C. The product is [F:1][C:2]1([CH3:12])[CH2:5][C:4]([CH3:11])([C:6]([OH:8])=[O:7])[CH2:3]1. The yield is 0.430. (8) The reactants are Cl[C:2]1[N:7]=[CH:6][C:5]([CH:8]([CH3:11])[C:9]#[N:10])=[CH:4][CH:3]=1.[CH3:12][O:13][CH2:14][CH2:15][NH:16][CH3:17]. The catalyst is CS(C)=O.O. The product is [CH3:12][O:13][CH2:14][CH2:15][N:16]([CH3:17])[C:2]1[N:7]=[CH:6][C:5]([CH:8]([CH3:11])[C:9]#[N:10])=[CH:4][CH:3]=1. The yield is 0.450.